Dataset: Reaction yield outcomes from USPTO patents with 853,638 reactions. Task: Predict the reaction yield, written as a fraction of the theoretical maximum amount of product (1.0 means a 100% yield; for example, 0.34 means a 34% yield). The reactants are [CH3:1][C:2]1([CH3:14])[C:6]([CH3:8])([CH3:7])[O:5][B:4]([C:9]2[CH:10]=[N:11][NH:12][CH:13]=2)[O:3]1.Br[CH2:16][CH:17]1[CH2:21][CH2:20][N:19]([C:22]([O:24][C:25]([CH3:28])([CH3:27])[CH3:26])=[O:23])[CH2:18]1.C(=O)([O-])[O-].[Cs+].[Cs+].CN(C)C=O. No catalyst specified. The product is [CH3:1][C:2]1([CH3:14])[C:6]([CH3:7])([CH3:8])[O:5][B:4]([C:9]2[CH:13]=[N:12][N:11]([CH2:16][CH:17]3[CH2:21][CH2:20][N:19]([C:22]([O:24][C:25]([CH3:26])([CH3:28])[CH3:27])=[O:23])[CH2:18]3)[CH:10]=2)[O:3]1. The yield is 0.620.